From a dataset of Full USPTO retrosynthesis dataset with 1.9M reactions from patents (1976-2016). Predict the reactants needed to synthesize the given product. (1) Given the product [C:47]([C@@H:50]([NH:65][C:66]([C@@H:68](/[CH:82]=[CH:83]/[CH2:84][CH2:85][CH2:86][CH2:87][CH2:88][CH2:89][C:90](=[O:98])[CH2:91][CH2:92][CH2:93][CH2:94][CH2:95][CH2:96][CH3:97])[C@@:69]([OH:81])([CH2:77][CH2:78][O:79][CH3:80])[C:70]([OH:72])=[O:71])=[O:67])[CH2:51][C:52]1[CH:57]=[CH:56][C:55]([C:58]2[CH:63]=[CH:62][CH:61]=[CH:60][C:59]=2[F:64])=[CH:54][CH:53]=1)([OH:49])=[O:48], predict the reactants needed to synthesize it. The reactants are: C(OC1C=CC(C[C@H](NC([C@@H](/C=C/CCCCCCC(F)(F)CCCCCCC)[C@@](O)(CCC)C(O)=O)=O)C(O)=O)=CC=1)C#CC.[C:47]([C@@H:50]([NH:65][C:66]([C@@H:68](/[CH:82]=[CH:83]/[CH2:84][CH2:85][CH2:86][CH2:87][CH2:88][CH2:89][C:90](=[O:98])[CH2:91][CH2:92][CH2:93][CH2:94][CH2:95][CH2:96][CH3:97])[C@@:69]([OH:81])([CH2:77][CH2:78][O:79][CH3:80])[C:70]([O:72]C(C)(C)C)=[O:71])=[O:67])[CH2:51][C:52]1[CH:57]=[CH:56][C:55]([C:58]2[CH:63]=[CH:62][CH:61]=[CH:60][C:59]=2[F:64])=[CH:54][CH:53]=1)([OH:49])=[O:48]. (2) Given the product [F:19][C:20]([F:33])([F:32])[S:21]([O:12][C:3]1[C:2]([CH3:1])=[CH:7][C:6]([N+:8]([O-:10])=[O:9])=[CH:5][C:4]=1[CH3:11])(=[O:23])=[O:22], predict the reactants needed to synthesize it. The reactants are: [CH3:1][C:2]1[CH:7]=[C:6]([N+:8]([O-:10])=[O:9])[CH:5]=[C:4]([CH3:11])[C:3]=1[OH:12].N1C=CC=CC=1.[F:19][C:20]([F:33])([F:32])[S:21](O[S:21]([C:20]([F:33])([F:32])[F:19])(=[O:23])=[O:22])(=[O:23])=[O:22]. (3) Given the product [CH3:68][C:65]([CH3:66])([CH3:67])[CH2:64][N:63]1[C:56]2[N:57]=[C:58]([C:61]#[N:62])[N:59]=[CH:60][C:55]=2[CH:54]=[C:53]1[CH2:27][N:29]1[CH2:30][CH2:31][C:32]2([N:36]([CH3:37])[C:35](=[O:40])[N:34]([CH2:41][CH2:1][CH3:2])[C:33]2=[O:42])[CH2:43][CH2:44]1, predict the reactants needed to synthesize it. The reactants are: [C:1](OC(N1CCC2(NC(=O)N(C)C2=O)CC1)=O)(C)(C)[CH3:2].[Br-].C(O[C:27]([N:29]1[CH2:44][CH2:43][C:32]2([N:36]([CH2:37]CC)[C:35](=[O:40])[N:34]([CH3:41])[C:33]2=[O:42])[CH2:31][CH2:30]1)=O)(C)(C)C.C(=O)([O-])[O-].[K+].[K+].BrC[C:53]1[N:63]([CH2:64][C:65]([CH3:68])([CH3:67])[CH3:66])[C:56]2[N:57]=[C:58]([C:61]#[N:62])[N:59]=[CH:60][C:55]=2[CH:54]=1. (4) Given the product [CH3:12][N:13]=[CH:10][CH:8]1[CH2:9][CH:7]1[C:1]1[CH:6]=[CH:5][CH:4]=[CH:3][CH:2]=1, predict the reactants needed to synthesize it. The reactants are: [C:1]1([CH:7]2[CH2:9][CH:8]2[CH:10]=O)[CH:6]=[CH:5][CH:4]=[CH:3][CH:2]=1.[CH3:12][NH2:13]. (5) Given the product [F:9][C:8]([F:11])([F:10])[C:5]1[N:6]=[CH:7][C:2]([O:12][C:13]2[CH:14]=[C:15]3[C:20](=[CH:21][CH:22]=2)[N:19]=[C:18]([C:23]([O:25][CH3:26])=[O:24])[CH:17]=[CH:16]3)=[CH:3][CH:4]=1, predict the reactants needed to synthesize it. The reactants are: F[C:2]1[CH:3]=[CH:4][C:5]([C:8]([F:11])([F:10])[F:9])=[N:6][CH:7]=1.[OH:12][C:13]1[CH:14]=[C:15]2[C:20](=[CH:21][CH:22]=1)[N:19]=[C:18]([C:23]([O:25][CH3:26])=[O:24])[CH:17]=[CH:16]2.C(=O)([O-])[O-].[Cs+].[Cs+].CN(C)C=O. (6) Given the product [C:19]([CH2:7][C:8]([NH:10][CH2:11][CH2:12][CH2:13][CH2:14][CH2:15][C:16]([OH:18])=[O:17])=[O:9])#[N:20], predict the reactants needed to synthesize it. The reactants are: C(=O)([O-])O.[K+].Cl[CH2:7][C:8]([NH:10][CH2:11][CH2:12][CH2:13][CH2:14][CH2:15][C:16]([OH:18])=[O:17])=[O:9].[C-:19]#[N:20].[K+].Cl.